This data is from Full USPTO retrosynthesis dataset with 1.9M reactions from patents (1976-2016). The task is: Predict the reactants needed to synthesize the given product. (1) Given the product [C:6]([C:5]1[CH:8]=[CH:9][C:2]([NH:13][C:14]2[CH:15]=[CH:16][C:17]([C:18]([O:20][CH3:21])=[O:19])=[CH:22][CH:23]=2)=[C:3]([N+:10]([O-:12])=[O:11])[CH:4]=1)#[N:7], predict the reactants needed to synthesize it. The reactants are: F[C:2]1[CH:9]=[CH:8][C:5]([C:6]#[N:7])=[CH:4][C:3]=1[N+:10]([O-:12])=[O:11].[NH2:13][C:14]1[CH:23]=[CH:22][C:17]([C:18]([O:20][CH3:21])=[O:19])=[CH:16][CH:15]=1.CC(C)([O-])C.[K+]. (2) Given the product [Br:1][C:2]1[CH:3]=[CH:4][C:5]([NH2:14])=[C:6]([N:8]2[CH2:13][CH2:12][N:11]([CH2:18][CH2:19][C:20]([F:23])([F:22])[F:21])[CH2:10][CH2:9]2)[CH:7]=1, predict the reactants needed to synthesize it. The reactants are: [Br:1][C:2]1[CH:3]=[CH:4][C:5]([N+:14]([O-])=O)=[C:6]([N:8]2[CH2:13][CH2:12][NH:11][CH2:10][CH2:9]2)[CH:7]=1.Br[CH2:18][CH2:19][C:20]([F:23])([F:22])[F:21].CCN(C(C)C)C(C)C.[Sn](Cl)Cl. (3) Given the product [C:13]([N:5]1[C:6]2[C:11](=[CH:10][C:9]([F:12])=[CH:8][CH:7]=2)[C@H:2]([NH:1][C:21]2[CH:30]=[CH:29][C:24]([C:25]([NH:27][CH3:28])=[O:26])=[CH:23][CH:22]=2)[C@@H:3]([CH3:19])[C@@H:4]1[CH:16]1[CH2:18][CH2:17]1)(=[O:15])[CH3:14], predict the reactants needed to synthesize it. The reactants are: [NH2:1][C@H:2]1[C:11]2[C:6](=[CH:7][CH:8]=[C:9]([F:12])[CH:10]=2)[N:5]([C:13](=[O:15])[CH3:14])[C@@H:4]([CH:16]2[CH2:18][CH2:17]2)[C@@H:3]1[CH3:19].Br[C:21]1[CH:30]=[CH:29][C:24]([C:25]([NH:27][CH3:28])=[O:26])=[CH:23][CH:22]=1.CC(C)([O-])C.[Na+].CN(C1C(C2C(P(C3CCCCC3)C3CCCCC3)=CC=CC=2)=CC=CC=1)C.